The task is: Predict the reaction yield, written as a fraction of the theoretical maximum amount of product (1.0 means a 100% yield; for example, 0.34 means a 34% yield).. This data is from Reaction yield outcomes from USPTO patents with 853,638 reactions. (1) The reactants are Br[C:2]1[CH:3]=[C:4]([C:18]([C:20]2[CH:21]=[N:22][C:23]([CH3:26])=[CH:24][CH:25]=2)=[O:19])[CH:5]=[C:6]([O:8]CC2C=CC(OC)=CC=2)[CH:7]=1.[Li][CH2:28][CH2:29][CH2:30][CH3:31].CCCCCC.BrC1C=C([O:45]CC2C=CC(OC)=CC=2)C=C(Br)C=1.C[C:57]1[CH:64]=[CH:63][C:60](C#N)=C[N:58]=1.Cl.[OH-].[Na+]. The catalyst is CCOCC. The product is [OH:8][C:6]1[CH:5]=[C:4]([C:18]([C:20]2[CH:21]=[N:22][C:23]([CH2:26][OH:45])=[CH:24][CH:25]=2)=[O:19])[CH:3]=[C:2]([C:28]2[CH:60]=[CH:63][CH:64]=[C:57]3[C:29]=2[CH:30]=[CH:31][NH:58]3)[CH:7]=1. The yield is 0.900. (2) The reactants are C[O:2][C:3]([CH:5]1[O:9][C:8](=[O:10])[N:7]([C:11]2[CH:12]=[C:13]3[C:18](=[CH:19][CH:20]=2)[N:17]([CH3:21])[C:16](=[O:22])[CH2:15][CH2:14]3)[CH2:6]1)=O.[CH3:23][NH2:24]. The catalyst is CO. The product is [CH3:23][NH:24][C:3]([C@@H:5]1[O:9][C:8](=[O:10])[N:7]([C:11]2[CH:12]=[C:13]3[C:18](=[CH:19][CH:20]=2)[N:17]([CH3:21])[C:16](=[O:22])[CH2:15][CH2:14]3)[CH2:6]1)=[O:2]. The yield is 0.800. (3) The product is [Br:1][C:2]1[C:7]([F:8])=[CH:6][C:5]([N:9]2[C:18]3[C:13](=[CH:14][C:15]([S:19]([NH:29][C:30]4[CH:34]=[CH:33][O:32][N:31]=4)(=[O:21])=[O:20])=[CH:16][CH:17]=3)[N:12]=[CH:11][C:10]2=[O:23])=[C:4]([O:24][CH3:25])[CH:3]=1. The catalyst is N1C=CC=CC=1. The reactants are [Br:1][C:2]1[C:7]([F:8])=[CH:6][C:5]([N:9]2[C:18]3[C:13](=[CH:14][C:15]([S:19](Cl)(=[O:21])=[O:20])=[CH:16][CH:17]=3)[N:12]=[CH:11][C:10]2=[O:23])=[C:4]([O:24][CH3:25])[CH:3]=1.ClCCl.[NH2:29][C:30]1[CH:34]=[CH:33][O:32][N:31]=1. The yield is 0.820. (4) The reactants are Cl[C:2]1[N:10]([C:11]2[CH:16]=[CH:15][CH:14]=[CH:13][CH:12]=2)[C:5]2=[N:6][CH:7]=[CH:8][CH:9]=[C:4]2[C:3]=1[CH:17]=[O:18].[C:19]([O:23][C:24]([N:26]1[CH2:32][CH2:31][CH2:30][NH:29][CH2:28][CH2:27]1)=[O:25])([CH3:22])([CH3:21])[CH3:20]. The catalyst is O1CCOCC1. The product is [C:19]([O:23][C:24]([N:26]1[CH2:32][CH2:31][CH2:30][N:29]([C:2]2[N:10]([C:11]3[CH:16]=[CH:15][CH:14]=[CH:13][CH:12]=3)[C:5]3=[N:6][CH:7]=[CH:8][CH:9]=[C:4]3[C:3]=2[CH:17]=[O:18])[CH2:28][CH2:27]1)=[O:25])([CH3:22])([CH3:20])[CH3:21]. The yield is 0.995. (5) The reactants are O.[NH2:2][NH2:3].[CH:4]1[C:9]([C:10]([OH:12])=[O:11])=[CH:8][C:7]2[C:13](O[C:16](=[O:17])[C:6]=2[CH:5]=1)=[O:14]. The catalyst is CC(O)=O. The product is [O:17]=[C:16]1[C:6]2[C:7](=[CH:8][C:9]([C:10]([OH:12])=[O:11])=[CH:4][CH:5]=2)[C:13](=[O:14])[NH:3][NH:2]1. The yield is 0.850. (6) The reactants are Cl[C:2]1[CH:7]=[CH:6][C:5]([N+:8]([O-:10])=[O:9])=[CH:4][N:3]=1.[C:11]1(B(O)O)[CH:16]=[CH:15][CH:14]=[CH:13][CH:12]=1. The catalyst is C1C=CC([P]([Pd]([P](C2C=CC=CC=2)(C2C=CC=CC=2)C2C=CC=CC=2)([P](C2C=CC=CC=2)(C2C=CC=CC=2)C2C=CC=CC=2)[P](C2C=CC=CC=2)(C2C=CC=CC=2)C2C=CC=CC=2)(C2C=CC=CC=2)C2C=CC=CC=2)=CC=1.COCCOC. The product is [C:11]1([C:2]2[CH:7]=[CH:6][C:5]([N+:8]([O-:10])=[O:9])=[CH:4][N:3]=2)[CH:16]=[CH:15][CH:14]=[CH:13][CH:12]=1. The yield is 0.968. (7) The reactants are Br[C:2]1[S:6][C:5]([NH:7][C:8]([C:10]2([C:13]3[CH:18]=[CH:17][C:16]([O:19][CH3:20])=[CH:15][CH:14]=3)[CH2:12][CH2:11]2)=[O:9])=[N:4][CH:3]=1.[OH-].[K+].[Cl:23][C:24]1[CH:29]=[CH:28][CH:27]=[CH:26][C:25]=1[SH:30]. The catalyst is C(O)C. The product is [Cl:23][C:24]1[CH:29]=[CH:28][CH:27]=[CH:26][C:25]=1[S:30][C:2]1[S:6][C:5]([NH:7][C:8]([C:10]2([C:13]3[CH:18]=[CH:17][C:16]([O:19][CH3:20])=[CH:15][CH:14]=3)[CH2:12][CH2:11]2)=[O:9])=[N:4][CH:3]=1. The yield is 0.260. (8) The reactants are [C:1]([O:5][C:6]([N:8]1[CH2:13][CH2:12][NH:11][CH2:10][CH2:9]1)=[O:7])([CH3:4])([CH3:3])[CH3:2].C(N(CC)CC)C.[F:21][C:22]1[CH:27]=[CH:26][C:25]([S:28](Cl)(=[O:30])=[O:29])=[CH:24][CH:23]=1.O. The catalyst is ClCCl. The product is [C:1]([O:5][C:6]([N:8]1[CH2:13][CH2:12][N:11]([S:28]([C:25]2[CH:26]=[CH:27][C:22]([F:21])=[CH:23][CH:24]=2)(=[O:30])=[O:29])[CH2:10][CH2:9]1)=[O:7])([CH3:4])([CH3:2])[CH3:3]. The yield is 0.560.